This data is from M1 muscarinic receptor agonist screen with 61,833 compounds. The task is: Binary Classification. Given a drug SMILES string, predict its activity (active/inactive) in a high-throughput screening assay against a specified biological target. The molecule is O1c2c(C(=O)/C(=C(/NCCCC)C)C1=O)cccc2. The result is 0 (inactive).